Dataset: Catalyst prediction with 721,799 reactions and 888 catalyst types from USPTO. Task: Predict which catalyst facilitates the given reaction. (1) Reactant: C([O:8][C@@H:9]1[C@@H:17]([C@:18]([OH:24])([CH3:23])[C:19]([F:22])([F:21])[F:20])[O:16][C@H:15]2[C@H:11]([N:12]=[C:13]([N:25](C)[C:26](=O)OC(C)(C)C)[S:14]2)[C@@H:10]1[F:34])C1C=CC=CC=1.[Si](C(F)(F)F)(C)(C)C.B(Cl)(Cl)Cl. Product: [F:34][C@H:10]1[C@H:11]2[N:12]=[C:13]([NH:25][CH3:26])[S:14][C@H:15]2[O:16][C@H:17]([C@:18]([OH:24])([CH3:23])[C:19]([F:22])([F:21])[F:20])[C@H:9]1[OH:8]. The catalyst class is: 2. (2) Reactant: C(OC(=O)[NH:7][C@@H:8]([C:17](=[O:39])[NH:18][C@H:19]([C:28](=[O:38])[NH:29][C:30]1[S:31][CH:32]=[C:33]([C:35](=[O:37])[CH3:36])[N:34]=1)[C@H:20]([C:22]1[CH:27]=[CH:26][CH:25]=[CH:24][CH:23]=1)[CH3:21])[C:9]1[CH:14]=[CH:13][C:12]([O:15][CH3:16])=[CH:11][CH:10]=1)(C)(C)C.FC(F)(F)C(O)=O. Product: [C:35]([C:33]1[N:34]=[C:30]([NH:29][C:28](=[O:38])[C@@H:19]([NH:18][C:17](=[O:39])[C@H:8]([NH2:7])[C:9]2[CH:14]=[CH:13][C:12]([O:15][CH3:16])=[CH:11][CH:10]=2)[C@H:20]([C:22]2[CH:23]=[CH:24][CH:25]=[CH:26][CH:27]=2)[CH3:21])[S:31][CH:32]=1)(=[O:37])[CH3:36]. The catalyst class is: 4. (3) Reactant: [NH2:1][C:2]1[CH:7]=[C:6]([O:8][C:9]([F:12])([F:11])[F:10])[CH:5]=[CH:4][C:3]=1[OH:13].[Cl:14][C:15]1[CH:23]=[N:22][CH:21]=[CH:20][C:16]=1[C:17](O)=[O:18].F[P-](F)(F)(F)(F)F.N1(O[P+](N(C)C)(N(C)C)N(C)C)C2C=CC=CC=2N=N1.C(N(CC)CC)C. Product: [Cl:14][C:15]1[CH:23]=[N:22][CH:21]=[CH:20][C:16]=1[C:17]([NH:1][C:2]1[CH:7]=[C:6]([O:8][C:9]([F:10])([F:11])[F:12])[CH:5]=[CH:4][C:3]=1[OH:13])=[O:18]. The catalyst class is: 136. (4) Reactant: [CH3:1][CH:2]([CH3:16])[C:3]([NH:5][C:6]1[C:11]([N+:12]([O-])=O)=[CH:10][CH:9]=[CH:8][C:7]=1[CH3:15])=[O:4].[H][H]. Product: [NH2:12][C:11]1[CH:10]=[CH:9][CH:8]=[C:7]([CH3:15])[C:6]=1[NH:5][C:3](=[O:4])[CH:2]([CH3:1])[CH3:16]. The catalyst class is: 29. (5) Product: [CH3:24][S:25]([O:1][CH2:2][C@H:3]1[N:13]2[C:14]3[N:5]([C:6](=[O:16])[CH:7]=[N:8][C:9]=3[CH:10]=[CH:11][C:12]2=[O:15])[CH2:4]1)(=[O:27])=[O:26]. The catalyst class is: 2. Reactant: [OH:1][CH2:2][C@H:3]1[N:13]2[C:14]3[N:5]([C:6](=[O:16])[CH:7]=[N:8][C:9]=3[CH:10]=[CH:11][C:12]2=[O:15])[CH2:4]1.CCN(CC)CC.[CH3:24][S:25](Cl)(=[O:27])=[O:26]. (6) Reactant: [CH:1]1([C:4]2[CH2:5][C:6]3[C:11]([CH:12]=2)=[CH:10][CH:9]=[CH:8][CH:7]=3)[CH2:3][CH2:2]1.[Li]CCCC.[Cl:18][Si:19](Cl)([CH3:21])[CH3:20]. Product: [Cl:18][Si:19]([CH:5]1[C:6]2[C:11](=[CH:10][CH:9]=[CH:8][CH:7]=2)[CH:12]=[C:4]1[CH:1]1[CH2:3][CH2:2]1)([CH3:21])[CH3:20]. The catalyst class is: 1.